Task: Predict the reactants needed to synthesize the given product.. Dataset: Full USPTO retrosynthesis dataset with 1.9M reactions from patents (1976-2016) (1) Given the product [CH3:19][C:9]1[CH:14]=[CH:13][C:12]([S:15]([O:6][CH2:5][CH2:4][C:3]([O:2][CH3:1])([CH3:8])[CH3:7])(=[O:17])=[O:16])=[CH:11][CH:10]=1, predict the reactants needed to synthesize it. The reactants are: [CH3:1][O:2][C:3]([CH3:8])([CH3:7])[CH2:4][CH2:5][OH:6].[C:9]1([CH3:19])[CH:14]=[CH:13][C:12]([S:15](Cl)(=[O:17])=[O:16])=[CH:11][CH:10]=1. (2) Given the product [C:1]([NH:4][C@@H:5]([CH2:10][C:11]1[CH:16]=[CH:15][C:14]([C:22]2[C:35]3[C:30]([CH:29]=[C:28]4[C:23]=2[CH:24]=[CH:25][CH:26]=[CH:27]4)=[CH:31][CH:32]=[CH:33][CH:34]=3)=[CH:13][CH:12]=1)[C:6]([O:8][CH3:9])=[O:7])(=[O:3])[CH3:2], predict the reactants needed to synthesize it. The reactants are: [C:1]([NH:4][C@@H:5]([CH2:10][C:11]1[CH:16]=[CH:15][C:14]([Sn](C)(C)C)=[CH:13][CH:12]=1)[C:6]([O:8][CH3:9])=[O:7])(=[O:3])[CH3:2].Br[C:22]1[C:23]2[C:28]([CH:29]=[C:30]3[C:35]=1[CH:34]=[CH:33][CH:32]=[CH:31]3)=[CH:27][CH:26]=[CH:25][CH:24]=2.C1(C)C=CC=CC=1P(C1C=CC=CC=1C)C1C=CC=CC=1C.N#N. (3) Given the product [CH2:8]([NH:10][C:11]1[CH:16]=[CH:15][CH:14]=[CH:13][CH:12]=1)[CH3:9].[CH3:17][NH:18][C:19]1[CH:24]=[CH:23][CH:22]=[CH:21][CH:20]=1.[CH2:1]=[O:7].[C:1]1([OH:7])[CH:6]=[CH:5][CH:4]=[CH:3][CH:2]=1, predict the reactants needed to synthesize it. The reactants are: [C:1]1([OH:7])[CH:6]=[CH:5][CH:4]=[CH:3][CH:2]=1.[CH2:8]([NH:10][C:11]1[CH:16]=[CH:15][CH:14]=[CH:13][CH:12]=1)[CH3:9].[CH3:17][NH:18][C:19]1[CH:24]=[CH:23][CH:22]=[CH:21][CH:20]=1.C=O.